Task: Predict the reaction yield, written as a fraction of the theoretical maximum amount of product (1.0 means a 100% yield; for example, 0.34 means a 34% yield).. Dataset: Reaction yield outcomes from USPTO patents with 853,638 reactions (1) The reactants are [CH2:1]([N:8]1[C@@H:13]([CH3:14])[CH2:12][CH:11]([NH:15][C:16]2[C:17]([CH3:30])=[C:18]([CH:23]=[C:24]([C:26]([F:29])([F:28])[F:27])[CH:25]=2)[C:19]([O:21][CH3:22])=[O:20])[CH2:10][C@H:9]1[CH3:31])[C:2]1[CH:7]=[CH:6][CH:5]=[CH:4][CH:3]=1.[CH:32](=O)[CH3:33].C(O[BH-](OC(=O)C)OC(=O)C)(=O)C.[Na+]. The catalyst is C(Cl)(Cl)Cl.C(O)(=O)C. The product is [CH2:1]([N:8]1[C@@H:13]([CH3:14])[CH2:12][CH:11]([N:15]([CH2:32][CH3:33])[C:16]2[C:17]([CH3:30])=[C:18]([CH:23]=[C:24]([C:26]([F:29])([F:27])[F:28])[CH:25]=2)[C:19]([O:21][CH3:22])=[O:20])[CH2:10][C@H:9]1[CH3:31])[C:2]1[CH:7]=[CH:6][CH:5]=[CH:4][CH:3]=1. The yield is 0.440. (2) The reactants are C(Cl)(=O)C(Cl)=O.CS(C)=O.[CH:11]([C:14]1[C:15]([O:32][CH3:33])=[C:16]([C:20]([CH3:31])([CH3:30])[CH2:21][C:22]([C:26]([F:29])([F:28])[F:27])([OH:25])[CH2:23][OH:24])[CH:17]=[CH:18][CH:19]=1)([CH3:13])[CH3:12].C(N(CC)CC)C. The catalyst is ClCCl.O. The product is [OH:25][C:22]([C:26]([F:27])([F:28])[F:29])([CH2:21][C:20]([C:16]1[CH:17]=[CH:18][CH:19]=[C:14]([CH:11]([CH3:13])[CH3:12])[C:15]=1[O:32][CH3:33])([CH3:31])[CH3:30])[CH:23]=[O:24]. The yield is 0.834. (3) The catalyst is O1CCOCC1. The yield is 0.560. The product is [ClH:22].[CH3:1][NH:2][CH2:3][CH2:4][CH:5]([C:16]1[CH:17]=[CH:18][CH:19]=[CH:20][CH:21]=1)[O:6][C:7]1[CH:12]=[CH:11][C:10]([CH2:13][CH2:14][OH:15])=[CH:9][CH:8]=1. The reactants are [CH3:1][NH:2][CH2:3][CH2:4][CH:5]([C:16]1[CH:21]=[CH:20][CH:19]=[CH:18][CH:17]=1)[O:6][C:7]1[CH:12]=[CH:11][C:10]([CH2:13][CH2:14][OH:15])=[CH:9][CH:8]=1.[ClH:22].CCOC(C)=O. (4) The reactants are [Cl:1][C:2]1[CH:3]=[CH:4][C:5]2[O:9][CH:8]([CH2:10][N:11]3[CH2:16][CH2:15][N:14]([CH2:17][CH2:18]Cl)[CH2:13][CH2:12]3)[CH2:7][C:6]=2[CH:20]=1.C(=O)([O-])[O-:22].[K+].[K+].[N+:27]([C:30]1[CH:35]=[CH:34][C:33]([NH:36][C:37]2[CH:42]=[CH:41][C:40]([OH:43])=[CH:39][CH:38]=2)=[CH:32][C:31]=1[C:44]([F:47])([F:46])[F:45])([O-:29])=[O:28]. The catalyst is C(#N)C. The product is [Cl:1][C:2]1[CH:3]=[CH:4][C:5]2[O:9][CH:8]([CH2:10][N:11]3[CH2:16][CH2:15][N:14]([C:17](=[O:22])[CH2:18][O:43][C:40]4[CH:39]=[CH:38][C:37]([NH:36][C:33]5[CH:34]=[CH:35][C:30]([N+:27]([O-:29])=[O:28])=[C:31]([C:44]([F:45])([F:46])[F:47])[CH:32]=5)=[CH:42][CH:41]=4)[CH2:13][CH2:12]3)[CH2:7][C:6]=2[CH:20]=1. The yield is 0.360. (5) The reactants are Cl.[Cl:2][C:3]1[CH:4]=[C:5]2[C:9](=[CH:10][CH:11]=1)[NH:8][CH:7]=[C:6]2[CH2:12][CH2:13][NH2:14].[CH2:15]1[C:23]2[C:18](=[CH:19][C:20]([N:24]3[CH2:28][CH2:27][CH:26]([C:29](O)=[O:30])[C:25]3=[O:32])=[CH:21][CH:22]=2)[CH2:17][CH2:16]1.CN(C(ON1N=NC2C=CC=NC1=2)=[N+](C)C)C.F[P-](F)(F)(F)(F)F.C(N(CC)C(C)C)(C)C. The catalyst is CN(C=O)C. The yield is 0.430. The product is [Cl:2][C:3]1[CH:4]=[C:5]2[C:9](=[CH:10][CH:11]=1)[NH:8][CH:7]=[C:6]2[CH2:12][CH2:13][NH:14][C:29]([CH:26]1[CH2:27][CH2:28][N:24]([C:20]2[CH:19]=[C:18]3[C:23](=[CH:22][CH:21]=2)[CH2:15][CH2:16][CH2:17]3)[C:25]1=[O:32])=[O:30]. (6) The reactants are F[C:2]1[N:7]=[C:6]([C:8]2[C:16]3[C:11](=[CH:12][N:13]=[C:14]([C:17]4[CH:18]=[N:19][N:20]([CH3:22])[CH:21]=4)[CH:15]=3)[N:10]([CH:23]3[CH2:28][CH2:27][CH2:26][CH2:25][O:24]3)[N:9]=2)[CH:5]=[CH:4][CH:3]=1.[C:29]([NH:36][C@@H:37]1[CH2:41][CH2:40][NH:39][CH2:38]1)([O:31][C:32]([CH3:35])([CH3:34])[CH3:33])=[O:30]. The catalyst is CS(C)=O. The product is [CH3:22][N:20]1[CH:21]=[C:17]([C:14]2[CH:15]=[C:16]3[C:8]([C:6]4[N:7]=[C:2]([N:39]5[CH2:40][CH2:41][C@@H:37]([NH:36][C:29](=[O:30])[O:31][C:32]([CH3:34])([CH3:33])[CH3:35])[CH2:38]5)[CH:3]=[CH:4][CH:5]=4)=[N:9][N:10]([CH:23]4[CH2:28][CH2:27][CH2:26][CH2:25][O:24]4)[C:11]3=[CH:12][N:13]=2)[CH:18]=[N:19]1. The yield is 0.853.